Dataset: Reaction yield outcomes from USPTO patents with 853,638 reactions. Task: Predict the reaction yield, written as a fraction of the theoretical maximum amount of product (1.0 means a 100% yield; for example, 0.34 means a 34% yield). (1) The reactants are [N+]([C:4]1[CH:5]=[C:6]2[C:12](=[CH:13][CH:14]=1)[CH:11]1[CH2:15][CH:7]2CN[CH2:10]1)([O-])=O.[CH2:16](N(CC)CC)[CH3:17].C(Cl)Cl.CS(Cl)(=O)=O.C(=O)(O)[O-].[Na+]. The catalyst is O. The product is [CH3:16][CH:17]=[CH:5][CH:4]=[CH:14][CH:13]=[CH:12][CH2:6][CH2:7][CH2:15][CH2:11][CH3:10]. The yield is 0.630. (2) The reactants are [Cl:1][C:2]1[CH:3]=[C:4]([N:8]2[CH:12]=[C:11]([NH:13]C(=O)C3C=CC=CC=3)[CH:10]=[N:9]2)[CH:5]=[CH:6][CH:7]=1.S(=O)(=O)(O)O.[OH-].[Na+]. The catalyst is O. The product is [Cl:1][C:2]1[CH:3]=[C:4]([N:8]2[CH:12]=[C:11]([NH2:13])[CH:10]=[N:9]2)[CH:5]=[CH:6][CH:7]=1. The yield is 0.940. (3) The reactants are [Br:1][C:2]1[CH:7]=[CH:6][C:5]([C:8]([C:10]2[C:14]3[CH:15]=[CH:16][CH:17]=[CH:18][C:13]=3[O:12][C:11]=2[CH2:19][CH2:20][CH2:21][CH3:22])=O)=[CH:4][CH:3]=1.[BH4-].[Na+].C([SiH](CC)CC)C.FC(F)(F)C(O)=O. The catalyst is C(O)C.O.CCOCC. The product is [Br:1][C:2]1[CH:7]=[CH:6][C:5]([CH2:8][C:10]2[C:14]3[CH:15]=[CH:16][CH:17]=[CH:18][C:13]=3[O:12][C:11]=2[CH2:19][CH2:20][CH2:21][CH3:22])=[CH:4][CH:3]=1. The yield is 0.630.